This data is from Full USPTO retrosynthesis dataset with 1.9M reactions from patents (1976-2016). The task is: Predict the reactants needed to synthesize the given product. (1) Given the product [CH3:1][O:2][C:3]([C:5]1[CH:6]=[CH:7][CH:8]=[C:9]2[O:13][C:12]([NH:14][CH:15]3[CH2:20][CH2:19][N:18]([C:63]([O:62][C:58]([CH3:61])([CH3:60])[CH3:59])=[O:64])[CH2:17][CH2:16]3)=[N:11][C:10]=12)=[O:4], predict the reactants needed to synthesize it. The reactants are: [CH3:1][O:2][C:3]([C:5]1[CH:6]=[CH:7][CH:8]=[C:9]2[O:13][C:12]([NH:14][CH:15]3[CH2:20][CH2:19][NH:18][CH2:17][CH2:16]3)=[N:11][C:10]=12)=[O:4].COC(C1C=CC=C2OC(S)=NC=12)=O.S(Cl)(Cl)=O.CN(C=O)C.COC(C1C=CC=C2OC(Cl)=NC=12)=O.[C:58]([O:62][C:63](N1CCC(N)CC1)=[O:64])([CH3:61])([CH3:60])[CH3:59]. (2) Given the product [N+:23]([CH2:26][CH2:27][C:28]1[CH:29]=[CH:30][CH:31]=[CH:32][CH:33]=1)([O-:25])=[O:24], predict the reactants needed to synthesize it. The reactants are: C(O)(=O)C.C(N(CC1C=CC=CC=1)CCN)C1C=CC=CC=1.[N+:23]([CH2:26][CH2:27][CH2:28][CH2:29][CH2:30][CH2:31][CH2:32][CH2:33]CCCCCCCCCC)([O-:25])=[O:24].C=O. (3) Given the product [CH3:9][O:10][C:11](=[O:14])[CH2:12][NH:13][C:19](=[O:20])[C:18]1[CH:22]=[CH:23][C:24]([Cl:25])=[C:16]([Cl:15])[CH:17]=1, predict the reactants needed to synthesize it. The reactants are: C(N(CC)CC)C.Cl.[CH3:9][O:10][C:11](=[O:14])[CH2:12][NH2:13].[Cl:15][C:16]1[CH:17]=[C:18]([CH:22]=[CH:23][C:24]=1[Cl:25])[C:19](Cl)=[O:20].[OH-].[Na+]. (4) Given the product [NH2:28][C:19]1[C:18]2[N:17]=[C:16]([CH2:29][CH2:30][CH3:31])[N:15]([CH2:14][CH2:13][CH2:12][CH2:11][N:10]([O:9][CH3:8])[C:32](=[O:34])[CH3:33])[C:27]=2[C:26]2[N:25]=[CH:24][CH:23]=[CH:22][C:21]=2[N:20]=1, predict the reactants needed to synthesize it. The reactants are: C(N(CC)CC)C.[CH3:8][O:9][NH:10][CH2:11][CH2:12][CH2:13][CH2:14][N:15]1[C:27]2[C:26]3[N:25]=[CH:24][CH:23]=[CH:22][C:21]=3[N:20]=[C:19]([NH2:28])[C:18]=2[N:17]=[C:16]1[CH2:29][CH2:30][CH3:31].[C:32](OC(=O)C)(=[O:34])[CH3:33].